Dataset: Experimentally validated miRNA-target interactions with 360,000+ pairs, plus equal number of negative samples. Task: Binary Classification. Given a miRNA mature sequence and a target amino acid sequence, predict their likelihood of interaction. (1) The miRNA is hsa-miR-4683 with sequence UGGAGAUCCAGUGCUCGCCCGAU. The protein sequence of the target gene is MMEGLKKRTRKAFGIRKKEKDTDSTGSPDRDGIQPSPHEPPYNSKAECAREGGKKVSKKSNGAPNGFYAEIDWERYNSPELDEEGYSIRPEEPGSTKGKHFYSSSESEEEEESHKKFNIKIKPLQSKDILKNAATVDELKASIGNIALSPSPVRKSPRRSPGAIKRNLSSEEVARPRRSTPTPELISKKPPDDTTALAPLFGPPLESAFDEQKTEVLLDQPEIWGSGQPINPSMESPKLTRPFPTGTPPPLPPKNVPATPPRTGSPLTIGPGNDQSATEVKIEKLPSINDLDSIFGPVLS.... Result: 0 (no interaction). (2) The miRNA is mmu-miR-19a-3p with sequence UGUGCAAAUCUAUGCAAAACUGA. The protein sequence of the target gene is MRASGQGPQRRRRGWATRDDSAVTFRDPQPRQPAGGARALRGPDPRGPARAHQAGPLLAGARRSQHMVGGAPPRPAETGCSRSRMTQKNSKLCARANVYTQVPDGGWGWAVAVSFFFVEVFTYGIIKSFGVFFNDLMDSFDESNSKISWIISICVFVLTFTAPLSTVLSNRFGHRLVVMAGGLLISLGMITASFSQRVYHMYISIGVISGLGYCFSFLPTVTILSQYFDKRRSVVTAVASTGECFAVFAFAPAITALKEHIGWRYSLLFVGLLQLNIMVCGALLRPIIIQGPGQSPKAVT.... Result: 0 (no interaction). (3) The miRNA is cel-miR-62 with sequence UGAUAUGUAAUCUAGCUUACAG. The protein sequence of the target gene is MAKQPTVLWAQRESLVYLTIEVDEAKIEELKGEGNKLHFQGSSKTDKYEATLEFFDEIDPASVKHTGSSTRVVEITVQKKTPAWWPRLLQNKGKVHWLKVDFGKWKDEDEDDEAEDAGAGIGGGMANGFDLNQYMSQMGGAGGADFGGLEDDEEDDDMPDLEDNEEEEGKNGTRA. Result: 1 (interaction). (4) The miRNA is hsa-miR-6086 with sequence GGAGGUUGGGAAGGGCAGAG. The protein sequence of the target gene is MTRTRAALLLFTALATSLGFNLDTEELTAFRVDSAGFGDSVVQYANSWVVVGAPQKITAANQTGGLYQCGYSTGACEPIGLQVPPEAVNMSLGLSLASTTSPSQLLACGPTVHHECGRNMYLTGLCFLLGPTQLTQRLPVSRQECPRQEQDIVFLIDGSGSISSRNFATMMNFVRAVISQFQRPSTQFSLMQFSNKFQTHFTFEEFRRSSNPLSLLASVHQLQGFTYTATAIQNVVHRLFHASYGARRDAAKILIVITDGKKEGDSLDYKDVIPMADAAGIIRYAIGVGLAFQNRNSWKE.... Result: 1 (interaction). (5) Result: 1 (interaction). The miRNA is hsa-miR-508-5p with sequence UACUCCAGAGGGCGUCACUCAUG. The protein sequence of the target gene is MEREGSGGSGGSAGLLQQILSLKVVPRVGNGTLCPNSTSLCSFPEMWYGVFLWALVSSLFFHVPAGLLALFTLRHHKYGRFMSVSILLMGIVGPITAGILTSAAIAGVYRAAGKEMIPFEALTLGTGQTFCVLVVSFLRILATL. (6) The miRNA is hsa-miR-4712-5p with sequence UCCAGUACAGGUCUCUCAUUUC. The protein sequence of the target gene is MTAASRANPYSIVSSEEDGLHLVTMSGANGFGNGKVHTRRRCRNRFVKKNGQCNIEFANMDEKSQRYLADMFTTCVDIRWRYMLLIFSLAFLASWLLFGIIFWVIAVAHGDLEPAEGRGRTPCVMQVHGFMAAFLFSIETQTTIGYGLRCVTEECPVAVFMVVAQSIVGCIIDSFMIGAIMAKMARPKKRAQTLLFSHNAVVALRDGKLCLMWRVGNLRKSHIVEAHVRAQLIKPRVTEEGEYIPLDQIDIDVGFDKGLDRIFLVSPITILHEIDEASPLFGISRQDLETDDFEIVVILE.... Result: 1 (interaction). (7) The miRNA is hsa-miR-450b-3p with sequence UUGGGAUCAUUUUGCAUCCAUA. The protein sequence of the target gene is MRAFCTVSAPLEVCASSAEQLSPGSRFLALRLLGQQQPKTLYFLVDAKSRVREVYTQTCLHFATQGMLDTELFGLAVLIDGEYMFADPESKLSKYGPKSWRSSHTHGLDANGRPLLELHFRVQFYIESPFMLKDETSRHNYYLQLRHNILQRDLPREQAEQALVFLAGLALQADLGDAPPGTSNSKDDSGEETSASPSNGGRGLSATTTLPKISKRANERMLRLSTYVASTSKRETIPLPPSLPPNGADYYRIEDYLPSGLHTPWARSAMRACHREHLGMATAEAELLYIQQACSLHETI.... Result: 0 (no interaction). (8) The miRNA is hsa-miR-711 with sequence GGGACCCAGGGAGAGACGUAAG. The protein sequence of the target gene is MPTRVCCCCSALRPRYKRLVDNIFPEDPKDGLVKTDMEKLTFYAVSAPEKLDRIGSYLAERLSRDVVRHRSGYVLIAMEALDQLLMACHSQSIKPFVESFLHMVAKLLESGEPKLQVLGTNSFVKFANIEEDTPSYHRRYDFFVSRFSAMCHSCHSDPEIRTEIRIAGIRGIQGVVRKTVNDELRATIWEPQHMDKIVPSLLFNMQKIEEVDSRIGPPSSPSATDKEENPAVLAENCFRELLGRATFGNMNNAVRPVFAHLDHHKLWDPNEFAVHCFKIIMYSIQAQYSHHVIQEILGHL.... Result: 0 (no interaction). (9) The miRNA is hsa-miR-6816-5p with sequence UGGGGCGGGGCAGGUCCCUGC. The protein sequence of the target gene is MEGPLSVFGDRSTGETIRSQNVMAAASIANIVKSSLGPVGLDKMLVDDIGDVTITNDGATILKLLEVEHPAAKVLCELADLQDKEVGDGTTSVVIIAAELLKNADELVKQKIHPTSVISGYRLACKEAVRYINENLIVNTDELGRDCLINAAKTSMSSKIIGINGDFFANMVVDAVLAIKYTDIRGQPRYPVNSVNILKAHGRSQMESMLISGYALNCVVGSQGMPKRIVNAKIACLDFSLQKTKMKLGVQVVITDPEKLDQIRQRESDITKERIQKILATGANVILTTGGIDDMCLKYF.... Result: 0 (no interaction). (10) The miRNA is rno-miR-26a-5p with sequence UUCAAGUAAUCCAGGAUAGGCU. The protein sequence of the target gene is MDPSGVKVLETAEDIQERRQQVLDRYHRFKELSTLRRQKLEDSYRFQFFQRDAEELEKWIQEKLQIASDENYKDPTNLQGKLQKHQAFEAEVQANSGAIVKLDETGNLMISEGHFASETIRTRLMELHRQWELLLEKMREKGIKLLQAQKLVQYLRECEDVMDWINDKEAIVTSEELGQDLEHVEVLQKKFEEFQTDMAAHEERVNEVNQFAAKLIQEQHPEEELIKTKQDEVNAAWQRLKGLALQRQGKLFGAAEVQRFNRDVDETISWIKEKEQLMASDDFGRDLASVQALLRKHEGL.... Result: 0 (no interaction).